From a dataset of Forward reaction prediction with 1.9M reactions from USPTO patents (1976-2016). Predict the product of the given reaction. (1) Given the reactants C(NC(C)C)(C)C.C([Li])CCC.[N:13]1([C:18]2[CH:23]=[CH:22][CH:21]=[CH:20][C:19]=2[CH2:24][CH2:25][C:26]([O:28]CC)=O)[CH:17]=[CH:16][N:15]=[CH:14]1.C(O)(=O)CC(CC(O)=O)(C(O)=O)O, predict the reaction product. The product is: [CH:17]1[N:13]2[C:18]3[CH:23]=[CH:22][CH:21]=[CH:20][C:19]=3[CH2:24][CH2:25][C:26](=[O:28])[C:14]2=[N:15][CH:16]=1. (2) Given the reactants [Si:1]([O:8][CH2:9][CH2:10][N:11]1[C:16]2[C:17]3[CH:23]=[CH:22][N:21]([S:24]([C:27]4[CH:32]=[CH:31][CH:30]=[CH:29][CH:28]=4)(=[O:26])=[O:25])[C:18]=3[N:19]=[CH:20][C:15]=2[CH2:14][N:13]([C:33]2[C:38]([F:39])=[C:37]([O:40][CH3:41])[CH:36]=[C:35]([O:42][CH3:43])[C:34]=2[F:44])[C:12]1=[O:45])([C:4]([CH3:7])([CH3:6])[CH3:5])([CH3:3])[CH3:2].C(NC(C)C)(C)C.[Li].[Br:54]C(Cl)(Cl)C(Br)(Cl)Cl, predict the reaction product. The product is: [Br:54][C:22]1[N:21]([S:24]([C:27]2[CH:32]=[CH:31][CH:30]=[CH:29][CH:28]=2)(=[O:26])=[O:25])[C:18]2[N:19]=[CH:20][C:15]3[CH2:14][N:13]([C:33]4[C:34]([F:44])=[C:35]([O:42][CH3:43])[CH:36]=[C:37]([O:40][CH3:41])[C:38]=4[F:39])[C:12](=[O:45])[N:11]([CH2:10][CH2:9][O:8][Si:1]([C:4]([CH3:6])([CH3:7])[CH3:5])([CH3:2])[CH3:3])[C:16]=3[C:17]=2[CH:23]=1. (3) Given the reactants [OH:1][C:2]1[CH:7]=[CH:6][C:5]([S:8][C:9]2[CH:14]=[CH:13][C:12]([NH:15][C:16](=[O:23])[C:17]3[CH:22]=[CH:21][CH:20]=[CH:19][CH:18]=3)=[CH:11][C:10]=2[N+:24]([O-])=O)=[CH:4][CH:3]=1, predict the reaction product. The product is: [NH2:24][C:10]1[CH:11]=[C:12]([NH:15][C:16](=[O:23])[C:17]2[CH:22]=[CH:21][CH:20]=[CH:19][CH:18]=2)[CH:13]=[CH:14][C:9]=1[S:8][C:5]1[CH:4]=[CH:3][C:2]([OH:1])=[CH:7][CH:6]=1. (4) Given the reactants [C:1]([C:3]1[CH:11]=[CH:10][C:6]([C:7]([OH:9])=O)=[C:5]([F:12])[CH:4]=1)#[N:2].C(Cl)(=O)C(Cl)=O.[Cl:19][C:20]1[CH:26]=[CH:25][C:23]([NH2:24])=[C:22]([N:27]2[CH2:32][CH2:31][N:30]([CH2:33][CH2:34][C:35]([F:38])([F:37])[F:36])[CH2:29][CH2:28]2)[CH:21]=1.C(N(CC)CC)C, predict the reaction product. The product is: [Cl:19][C:20]1[CH:26]=[CH:25][C:23]([NH:24][C:7](=[O:9])[C:6]2[CH:10]=[CH:11][C:3]([C:1]#[N:2])=[CH:4][C:5]=2[F:12])=[C:22]([N:27]2[CH2:32][CH2:31][N:30]([CH2:33][CH2:34][C:35]([F:36])([F:38])[F:37])[CH2:29][CH2:28]2)[CH:21]=1. (5) The product is: [NH:28]1[C:36]2[C:31](=[CH:32][CH:33]=[C:34]([NH:37][C:2]3[C:3]4[NH:18][N:17]=[CH:16][C:4]=4[N:5]=[C:6]([C:8]4[CH:9]=[CH:10][C:11]([O:14][CH3:15])=[CH:12][CH:13]=4)[N:7]=3)[CH:35]=2)[CH:30]=[N:29]1. Given the reactants Cl[C:2]1[C:3]2[C:4](=[CH:16][N:17](CC3C=CC(OC)=CC=3)[N:18]=2)[N:5]=[C:6]([C:8]2[CH:13]=[CH:12][C:11]([O:14][CH3:15])=[CH:10][CH:9]=2)[N:7]=1.[NH:28]1[C:36]2[C:31](=[CH:32][CH:33]=[C:34]([NH2:37])[CH:35]=2)[CH:30]=[N:29]1.Cl, predict the reaction product. (6) Given the reactants Br[C:2]1[CH:7]=[CH:6][C:5]([CH2:8][N:9]2[C:14](=[O:15])[C:13]([C:16]([NH:18][CH2:19][C:20]([OH:22])=[O:21])=[O:17])=[C:12]([OH:23])[C:11]([CH:24]([CH3:26])[CH3:25])=[N:10]2)=[CH:4][CH:3]=1.[F:27][C:28]([F:39])([F:38])[C:29]1[CH:34]=[CH:33][C:32](B(O)O)=[CH:31][CH:30]=1.C(=O)([O-])[O-].[K+].[K+].Cl, predict the reaction product. The product is: [OH:23][C:12]1[C:11]([CH:24]([CH3:26])[CH3:25])=[N:10][N:9]([CH2:8][C:5]2[CH:6]=[CH:7][C:2]([C:32]3[CH:33]=[CH:34][C:29]([C:28]([F:39])([F:38])[F:27])=[CH:30][CH:31]=3)=[CH:3][CH:4]=2)[C:14](=[O:15])[C:13]=1[C:16]([NH:18][CH2:19][C:20]([OH:22])=[O:21])=[O:17].